Dataset: Reaction yield outcomes from USPTO patents with 853,638 reactions. Task: Predict the reaction yield, written as a fraction of the theoretical maximum amount of product (1.0 means a 100% yield; for example, 0.34 means a 34% yield). (1) The reactants are [Cl:1][C:2]1[CH:3]=[CH:4][C:5]([S:8][CH2:9][C:10]([OH:12])=O)=[N:6][CH:7]=1.CN(C(ON1N=NC2C=CC=NC1=2)=[N+](C)C)C.F[P-](F)(F)(F)(F)F.[CH3:37][C:38]1[CH:39]=[CH:40][CH:41]=[C:42]2[C:47]=1[NH:46][CH2:45][CH2:44][CH2:43]2.CCN(C(C)C)C(C)C. The catalyst is C(Cl)Cl.CN(C=O)C. The product is [Cl:1][C:2]1[CH:3]=[CH:4][C:5]([S:8][CH2:9][C:10]([N:46]2[C:47]3[C:42](=[CH:41][CH:40]=[CH:39][C:38]=3[CH3:37])[CH2:43][CH2:44][CH2:45]2)=[O:12])=[N:6][CH:7]=1. The yield is 0.200. (2) The reactants are CO[C:3]([C:5]1[N:6]=[CH:7][C:8]2[N:9]([CH:20]=[N:21][CH:22]=2)[C:10]=1[NH:11][C:12]1[CH:17]=[CH:16][C:15]([Br:18])=[CH:14][C:13]=1[F:19])=[O:4].[CH:23]([O:25][CH2:26][CH2:27][O:28][NH2:29])=[CH2:24].C[Si](C)(C)[N-][Si](C)(C)C.[Li+]. The catalyst is C1COCC1. The product is [Br:18][C:15]1[CH:16]=[CH:17][C:12]([NH:11][C:10]2[N:9]3[CH:20]=[N:21][CH:22]=[C:8]3[CH:7]=[N:6][C:5]=2[C:3]([NH:29][O:28][CH2:27][CH2:26][O:25][CH:23]=[CH2:24])=[O:4])=[C:13]([F:19])[CH:14]=1. The yield is 0.894. (3) The reactants are [F:1][C:2]1([F:59])[CH2:7][CH2:6][CH:5]([C:8]2[C:17]3[CH:16]([O:18]CC4C=CC(OC)=CC=4)[CH2:15][C:14]([CH3:29])([CH3:28])[CH2:13][C:12]=3[N:11]=[C:10]([CH:30]3[CH2:35][CH2:34][N:33]([C:36]4[N:41]=[CH:40][C:39]([CH2:42][O:43][CH:44]([CH3:46])[CH3:45])=[CH:38][N:37]=4)[CH2:32][CH2:31]3)[C:9]=2[CH:47]([F:58])[C:48]2[CH:53]=[CH:52][C:51]([C:54]([F:57])([F:56])[F:55])=[CH:50][CH:49]=2)[CH2:4][CH2:3]1.FC1(F)CCC(C2C3C(OCC4C=CC(OC)=CC=4)CC(C)(C)CC=3N=C(C3CCN(C4N=CC(COCC)=CN=4)CC3)C=2C(F)C2C=CC(C(F)(F)F)=CC=2)CC1. No catalyst specified. The product is [F:59][C:2]1([F:1])[CH2:3][CH2:4][CH:5]([C:8]2[C:17]3[CH:16]([OH:18])[CH2:15][C:14]([CH3:29])([CH3:28])[CH2:13][C:12]=3[N:11]=[C:10]([CH:30]3[CH2:35][CH2:34][N:33]([C:36]4[N:41]=[CH:40][C:39]([CH2:42][O:43][CH:44]([CH3:45])[CH3:46])=[CH:38][N:37]=4)[CH2:32][CH2:31]3)[C:9]=2[CH:47]([F:58])[C:48]2[CH:49]=[CH:50][C:51]([C:54]([F:55])([F:57])[F:56])=[CH:52][CH:53]=2)[CH2:6][CH2:7]1. The yield is 0.670. (4) The reactants are [CH2:1]([O:3][C:4](=[O:36])[CH2:5][CH2:6][CH2:7][CH2:8][CH2:9][O:10][CH2:11][CH2:12][O:13][CH2:14][CH2:15][O:16][CH2:17][CH2:18][O:19][CH2:20][CH2:21][O:22][CH2:23][CH2:24][O:25][CH2:26][CH2:27][O:28]CC1C=CC=CC=1)[CH3:2]. The catalyst is C(O)C.[Pd]. The product is [CH2:1]([O:3][C:4](=[O:36])[CH2:5][CH2:6][CH2:7][CH2:8][CH2:9][O:10][CH2:11][CH2:12][O:13][CH2:14][CH2:15][O:16][CH2:17][CH2:18][O:19][CH2:20][CH2:21][O:22][CH2:23][CH2:24][O:25][CH2:26][CH2:27][OH:28])[CH3:2]. The yield is 0.790. (5) The reactants are C(C1[O:6][C:7]2[C:13]([S:14]([N:17]3[CH2:22][CH2:21][N:20]([CH3:23])[CH2:19][CH2:18]3)(=[O:16])=[O:15])=[C:12]([Cl:24])[CH:11]=[CH:10][C:8]=2[N:9]=1)(C)(C)C.O.OS(O)(=O)=O.[OH-].[Na+]. The yield is 0.680. The product is [NH2:9][C:8]1[C:7]([OH:6])=[C:13]([S:14]([N:17]2[CH2:22][CH2:21][N:20]([CH3:23])[CH2:19][CH2:18]2)(=[O:16])=[O:15])[C:12]([Cl:24])=[CH:11][CH:10]=1. The catalyst is O1CCOCC1. (6) The reactants are [NH2:1][CH:2]([CH2:11][CH3:12])[CH:3]([C:5]1[CH:6]=[N:7][CH:8]=[CH:9][CH:10]=1)[OH:4].[O:13]=[C:14](Cl)OC(Cl)(Cl)Cl. The catalyst is C(Cl)Cl. The product is [CH2:11]([CH:2]1[CH:3]([C:5]2[CH:6]=[N:7][CH:8]=[CH:9][CH:10]=2)[O:4][C:14](=[O:13])[NH:1]1)[CH3:12]. The yield is 0.580. (7) The reactants are Br[C:2]1[C:11]2[C:6](=[CH:7][CH:8]=[CH:9][CH:10]=2)[C:5]([F:12])=[CH:4][CH:3]=1.[Cl:13][C:14]1[CH:15]=[C:16]([CH:18]=[CH:19][CH:20]=1)[NH2:17].CC(C)([O-])C.[Na+]. The catalyst is C1(C)C=CC=CC=1.C(OCC)(=O)C.C1C=CC(P(C2C(C3C(P(C4C=CC=CC=4)C4C=CC=CC=4)=CC=C4C=3C=CC=C4)=C3C(C=CC=C3)=CC=2)C2C=CC=CC=2)=CC=1. The product is [Cl:13][C:14]1[CH:15]=[C:16]([NH:17][C:2]2[C:11]3[C:6](=[CH:7][CH:8]=[CH:9][CH:10]=3)[C:5]([F:12])=[CH:4][CH:3]=2)[CH:18]=[CH:19][CH:20]=1. The yield is 0.310.